This data is from Forward reaction prediction with 1.9M reactions from USPTO patents (1976-2016). The task is: Predict the product of the given reaction. (1) The product is: [CH3:28][O:27][C:12]1[CH:13]=[CH:14][CH:18]=[CH:19][C:20]=1[Mg:1][Br:2].[Cl:24][C:15]1([C:3]2[CH:8]=[CH:7][CH:6]=[CH:5][C:4]=2[O:9][CH3:10])[C:14]2[C:18](=[CH:19][CH:20]=[C:12]([Cl:11])[CH:13]=2)[NH:17][C:16]1=[O:21]. Given the reactants [Mg:1].[Br:2][C:3]1[CH:8]=[CH:7][CH:6]=[CH:5][C:4]=1[O:9][CH3:10].[Cl:11][C:12]1[CH:13]=[C:14]2[C:18](=[CH:19][CH:20]=1)[NH:17][C:16](=[O:21])[C:15]2=O.[NH4+].[Cl-:24].CC[O:27][CH2:28]C, predict the reaction product. (2) Given the reactants [Cl:1][C:2]1[C:11]2[C:6](=[CH:7][C:8]([S:12]([NH:15][C:16]3[CH:17]=[C:18]([CH:26]=[CH:27][CH:28]=3)[C:19]([O:21]C(C)(C)C)=[O:20])(=[O:14])=[O:13])=[CH:9][CH:10]=2)[C:5]([NH:29][C:30]([NH2:32])=[NH:31])=[N:4][CH:3]=1.[C:33]([C:37]([OH:39])=[O:38])([F:36])([F:35])[F:34], predict the reaction product. The product is: [F:34][C:33]([F:36])([F:35])[C:37]([OH:39])=[O:38].[Cl:1][C:2]1[C:11]2[C:6](=[CH:7][C:8]([S:12]([NH:15][C:16]3[CH:17]=[C:18]([CH:26]=[CH:27][CH:28]=3)[C:19]([OH:21])=[O:20])(=[O:13])=[O:14])=[CH:9][CH:10]=2)[C:5]([NH:29][C:30]([NH2:32])=[NH:31])=[N:4][CH:3]=1.